This data is from Forward reaction prediction with 1.9M reactions from USPTO patents (1976-2016). The task is: Predict the product of the given reaction. (1) Given the reactants Br[C:2]1[CH:7]=[CH:6][C:5]([N:8]2[CH2:13][CH2:12][N:11]([CH2:14][CH2:15][CH2:16][CH3:17])[CH2:10][CH2:9]2)=[C:4]([CH:18]2[CH2:23][CH2:22][C:21]([CH3:25])([CH3:24])[CH2:20][CH2:19]2)[CH:3]=1.Cl.[CH3:27][O:28][C@@H:29]1[CH2:34][CH2:33][CH2:32][NH:31][CH2:30]1.P([O-])([O-])([O-])=O.[K+].[K+].[K+].F[B-](F)(F)F.C([PH+](C(C)(C)C)C(C)(C)C)(C)(C)C, predict the reaction product. The product is: [CH2:14]([N:11]1[CH2:12][CH2:13][N:8]([C:5]2[CH:6]=[CH:7][C:2]([N:31]3[CH2:32][CH2:33][CH2:34][C@@H:29]([O:28][CH3:27])[CH2:30]3)=[CH:3][C:4]=2[CH:18]2[CH2:23][CH2:22][C:21]([CH3:25])([CH3:24])[CH2:20][CH2:19]2)[CH2:9][CH2:10]1)[CH2:15][CH2:16][CH3:17]. (2) Given the reactants [Br:1]CCCN=C=S.Br[CH2:9][C:10]1[CH:15]=[CH:14][C:13]([N:16]=[C:17]=[S:18])=[CH:12][CH:11]=1.N12CCC(CC1)CC2.[CH3:27][N:28]([CH2:30][C:31]1[CH:36]=[CH:35][CH:34]=[CH:33][CH:32]=1)[CH3:29], predict the reaction product. The product is: [Br-:1].[CH2:30]([N+:28]([CH2:9][C:10]1[CH:15]=[CH:14][C:13]([N:16]=[C:17]=[S:18])=[CH:12][CH:11]=1)([CH3:29])[CH3:27])[C:31]1[CH:36]=[CH:35][CH:34]=[CH:33][CH:32]=1. (3) Given the reactants [C:1]([C:5]1[CH:6]=[CH:7][C:8]([CH3:12])=[C:9](N)[CH:10]=1)([CH3:4])([CH3:3])[CH3:2].N([O-])=[O:14].[Na+], predict the reaction product. The product is: [C:1]([C:5]1[CH:6]=[CH:7][C:8]([CH3:12])=[C:9]([OH:14])[CH:10]=1)([CH3:4])([CH3:3])[CH3:2].